This data is from NCI-60 drug combinations with 297,098 pairs across 59 cell lines. The task is: Regression. Given two drug SMILES strings and cell line genomic features, predict the synergy score measuring deviation from expected non-interaction effect. (1) Drug 1: CN1CCC(CC1)COC2=C(C=C3C(=C2)N=CN=C3NC4=C(C=C(C=C4)Br)F)OC. Drug 2: C#CCC(CC1=CN=C2C(=N1)C(=NC(=N2)N)N)C3=CC=C(C=C3)C(=O)NC(CCC(=O)O)C(=O)O. Cell line: HOP-92. Synergy scores: CSS=7.90, Synergy_ZIP=-3.56, Synergy_Bliss=-4.26, Synergy_Loewe=-3.97, Synergy_HSA=-4.26. (2) Drug 1: C1CC(C1)(C(=O)O)C(=O)O.[NH2-].[NH2-].[Pt+2]. Drug 2: C1CN1C2=NC(=NC(=N2)N3CC3)N4CC4. Cell line: T-47D. Synergy scores: CSS=12.8, Synergy_ZIP=2.53, Synergy_Bliss=5.66, Synergy_Loewe=-10.9, Synergy_HSA=1.83. (3) Drug 1: C#CCC(CC1=CN=C2C(=N1)C(=NC(=N2)N)N)C3=CC=C(C=C3)C(=O)NC(CCC(=O)O)C(=O)O. Drug 2: C1CN(P(=O)(OC1)NCCCl)CCCl. Cell line: 786-0. Synergy scores: CSS=3.17, Synergy_ZIP=-2.35, Synergy_Bliss=-1.65, Synergy_Loewe=-1.05, Synergy_HSA=-0.620. (4) Drug 1: COC1=C(C=C2C(=C1)N=CN=C2NC3=CC(=C(C=C3)F)Cl)OCCCN4CCOCC4. Drug 2: CC(C)CN1C=NC2=C1C3=CC=CC=C3N=C2N. Cell line: BT-549. Synergy scores: CSS=23.2, Synergy_ZIP=-0.151, Synergy_Bliss=2.79, Synergy_Loewe=0.720, Synergy_HSA=0.920. (5) Drug 1: CCC(=C(C1=CC=CC=C1)C2=CC=C(C=C2)OCCN(C)C)C3=CC=CC=C3.C(C(=O)O)C(CC(=O)O)(C(=O)O)O. Drug 2: C1CC(=O)NC(=O)C1N2C(=O)C3=CC=CC=C3C2=O. Cell line: UACC62. Synergy scores: CSS=-1.63, Synergy_ZIP=0.432, Synergy_Bliss=-2.50, Synergy_Loewe=-6.57, Synergy_HSA=-4.92. (6) Drug 1: CC1=CC=C(C=C1)C2=CC(=NN2C3=CC=C(C=C3)S(=O)(=O)N)C(F)(F)F. Drug 2: C1=CN(C=N1)CC(O)(P(=O)(O)O)P(=O)(O)O. Cell line: OVCAR-4. Synergy scores: CSS=1.05, Synergy_ZIP=-1.29, Synergy_Bliss=-1.01, Synergy_Loewe=-0.394, Synergy_HSA=-0.344. (7) Drug 1: CC1C(C(CC(O1)OC2CC(OC(C2O)C)OC3=CC4=CC5=C(C(=O)C(C(C5)C(C(=O)C(C(C)O)O)OC)OC6CC(C(C(O6)C)O)OC7CC(C(C(O7)C)O)OC8CC(C(C(O8)C)O)(C)O)C(=C4C(=C3C)O)O)O)O. Drug 2: CC1CCC2CC(C(=CC=CC=CC(CC(C(=O)C(C(C(=CC(C(=O)CC(OC(=O)C3CCCCN3C(=O)C(=O)C1(O2)O)C(C)CC4CCC(C(C4)OC)O)C)C)O)OC)C)C)C)OC. Cell line: IGROV1. Synergy scores: CSS=55.2, Synergy_ZIP=1.33, Synergy_Bliss=-3.34, Synergy_Loewe=-10.7, Synergy_HSA=-4.63. (8) Drug 1: CC1=C(C=C(C=C1)NC2=NC=CC(=N2)N(C)C3=CC4=NN(C(=C4C=C3)C)C)S(=O)(=O)N.Cl. Drug 2: C1CCC(C1)C(CC#N)N2C=C(C=N2)C3=C4C=CNC4=NC=N3. Cell line: HCT116. Synergy scores: CSS=7.00, Synergy_ZIP=1.26, Synergy_Bliss=6.27, Synergy_Loewe=3.01, Synergy_HSA=3.08.